Dataset: Reaction yield outcomes from USPTO patents with 853,638 reactions. Task: Predict the reaction yield, written as a fraction of the theoretical maximum amount of product (1.0 means a 100% yield; for example, 0.34 means a 34% yield). (1) The reactants are CN(C(ON1N=NC2C=CC=CC1=2)=[N+](C)C)C.[B-](F)(F)(F)F.[OH:23][C@@H:24]1[CH2:29][CH2:28][C@H:27]([C:30]([OH:32])=O)[CH2:26][CH2:25]1.[CH3:33][O:34][C:35]1[CH:42]=[CH:41][C:38]([CH2:39][NH2:40])=[CH:37][CH:36]=1.CCN(C(C)C)C(C)C. The catalyst is O.CCOC(C)=O.CN(C=O)C. The product is [OH:23][C@@H:24]1[CH2:25][CH2:26][C@H:27]([C:30]([NH:40][CH2:39][C:38]2[CH:41]=[CH:42][C:35]([O:34][CH3:33])=[CH:36][CH:37]=2)=[O:32])[CH2:28][CH2:29]1. The yield is 0.320. (2) The reactants are [NH2:1][C:2]1[CH:9]=[CH:8][C:5]([CH:6]=[O:7])=[CH:4][CH:3]=1.C(N(CC)CC)C.[C:17]([O:20][CH2:21][C:22](Cl)=[O:23])(=[O:19])[CH3:18]. The catalyst is CN(C)C1C=CN=CC=1.Cl. The product is [CH:6]([C:5]1[CH:8]=[CH:9][C:2]([NH:1][C:22]([CH2:21][O:20][C:17](=[O:19])[CH3:18])=[O:23])=[CH:3][CH:4]=1)=[O:7]. The yield is 0.620. (3) The reactants are [CH3:1][C:2]1[N:3]=[CH:4][N:5]([C:7]2[N:12]=[CH:11][C:10]([C:13](=[O:15])[CH3:14])=[CH:9][CH:8]=2)[CH:6]=1.[Br:16]Br. The catalyst is Br.CC(O)=O. The product is [Br:16][CH2:14][C:13]([C:10]1[CH:11]=[N:12][C:7]([N:5]2[CH:6]=[C:2]([CH3:1])[N:3]=[CH:4]2)=[CH:8][CH:9]=1)=[O:15]. The yield is 0.800.